From a dataset of Peptide-MHC class I binding affinity with 185,985 pairs from IEDB/IMGT. Regression. Given a peptide amino acid sequence and an MHC pseudo amino acid sequence, predict their binding affinity value. This is MHC class I binding data. (1) The peptide sequence is KTAVQMAVF. The MHC is Mamu-A01 with pseudo-sequence Mamu-A01. The binding affinity (normalized) is 0.279. (2) The peptide sequence is ALPGPDGVV. The MHC is HLA-A02:06 with pseudo-sequence HLA-A02:06. The binding affinity (normalized) is 0.376.